Dataset: Experimentally validated miRNA-target interactions with 360,000+ pairs, plus equal number of negative samples. Task: Binary Classification. Given a miRNA mature sequence and a target amino acid sequence, predict their likelihood of interaction. (1) The miRNA is hsa-miR-4451 with sequence UGGUAGAGCUGAGGACA. The protein sequence of the target gene is MSTGTFVVSQPLNYRGGARVEPADASGTEKAFEPATGRVIATFTCSGEKEVNLAVQNAKAAFKIWSQKSGMERCRILLEAARIIREREDEIATMECINNGKSIFEARLDIDISWQCLEYYAGLAASMAGEHIQLPGGSFGYTRREPLGVCVGIGAWNYPFQIASWKSAPALACGNAMVFKPSPFTPVSALLLAEIYSEAGVPPGLFNVVQGGAATGQFLCQHPDVAKVSFTGSVPTGMKIMEMSAKGIKPVTLELGGKSPLIIFSDCDMNNAVKGALMANFLTQGQVCCNGTRVFVQKEI.... Result: 0 (no interaction). (2) The miRNA is hsa-miR-10a-5p with sequence UACCCUGUAGAUCCGAAUUUGUG. The protein sequence of the target gene is MSEPGKGDDCLELESSMAESRLRAPDLGVSRCLGKCQKNSPGARKHPFSGKSFYLDLPAGKNLQFLTGAIQQLGGVIEGFLSKEVSYIVSSRREVKAESSGKSHRGCPSPSPSEVRVETSAMVDPKGSHPRPSRKPVDSVPLSRGKELLQKAIRNQGSISGGGSGGSSSLLTNARSWGVRILHVDEMMMHVQQLSLASLCVKKQQPKKPEGTCPAAESRTRKVARLKAPFLKIEDESRKFRPFHHQFKSFPEISFLGPKDASPFEAPTTLGSMHHTRESKDGEPSPRSAAHTMPRRKKGY.... Result: 0 (no interaction). (3) The miRNA is hsa-miR-3168 with sequence GAGUUCUACAGUCAGAC. The protein sequence of the target gene is MSRQTATALPTGTSKCPPSQRVPALTGTTASNNDLASLFECPVCFDYVLPPILQCQSGHLVCSNCRPKLTCCPTCRGPLGSIRNLAMEKVANSVLFPCKYASSGCEITLPHTEKADHEELCEFRPYSCPCPGASCKWQGSLDAVMPHLMHQHKSITTLQGEDIVFLATDINLPGAVDWVMMQSCFGFHFMLVLEKQEKYDGHQQFFAIVQLIGTRKQAENFAYRLELNGHRRRLTWEATPRSIHEGIATAIMNSDCLVFDTSIAQLFAENGNLGINVTISMC. Result: 0 (no interaction). (4) The miRNA is mmu-miR-3077-3p with sequence CUGACUCCCUGCUUCUCCGCAG. The protein sequence of the target gene is MNQSIPVAPTPPRRVRLKPWLVAQVNSCQYPGLQWVNGEKKLFCIPWRHATRHGPSQDGDNTIFKAWAKETGKYTEGVDEADPAKWKANLRCALNKSRDFRLIYDGPRDMPPQPYKIYEVCSNGPAPTDSQPPEDYSFGAGEEEEEEEELQRMLPSLSLTEDVKWPPTLQPPTLRPPTLQPPTLQPPVVLGPPAPDPSPLAPPPGNPAGFRELLSEVLEPGPLPASLPPAGEQLLPDLLISPHMLPLTDLEIKFQYRGRPPRALTISNPHGCRLFYSQLEATQEQVELFGPISLEQVRFP.... Result: 0 (no interaction). (5) The miRNA is hsa-miR-1255b-5p with sequence CGGAUGAGCAAAGAAAGUGGUU. The protein sequence of the target gene is MQRAVSVVARLGFRLQAFPPALCRPLSCAQEVLRRTPLYDFHLAHGGKMVAFAGWSLPVQYRDSHTDSHLHTRQHCSLFDVSHMLQTKILGSDRVKLMESLVVGDIAELRPNQGTLSLFTNEAGGILDDLIVTNTSEGHLYVVSNAGCWEKDLALMQDKVRELQNQGRDVGLEVLDNALLALQGPTAAQVLQAGVADDLRKLPFMTSAVMEVFGVSGCRVTRCGYTGEDGVEISVPVAGAVHLATAILKNPEVKLAGLAARDSLRLEAGLCLYGNDIDEHTTPVEGSLSWTLGKRRRAAM.... Result: 0 (no interaction). (6) The miRNA is hsa-miR-670-3p with sequence UUUCCUCAUAUUCAUUCAGGA. The protein sequence of the target gene is MAAAPQAPGRGSLRKTRPLVVKTSLNNPYIIRWSALESEDMHFILQTLEDRLKAIGLQKIEDKKKKNKTPFLKKESREKCSIAVDISENLKEKKTDAKQQVSGWTPAHVRKQLAIGVNEVTRALERRELLLVLVCKSVKPAMITSHLIQLSLSRSVPACQVPRLSERIAPVIGLKCVLALAFKKNTTDFVDEVRAIIPRVPSLSVPWLQDRIEDSGENLETEPLESQDRELLDTSFEDLSKPKRKLADGRQASVTLQPLKIKKLIPNPNKIRKPPKSKKATPK. Result: 0 (no interaction).